From a dataset of Forward reaction prediction with 1.9M reactions from USPTO patents (1976-2016). Predict the product of the given reaction. (1) Given the reactants Br[C:2]1[C:11]2[O:10][CH:9]([CH:12]([CH3:14])[CH3:13])[C:8](=[O:15])[N:7]([CH3:16])[C:6]=2[CH:5]=[C:4]([C:17]#[N:18])[CH:3]=1.[CH3:19][N:20]1[CH:25]=[C:24](B2OC(C)(C)C(C)(C)O2)[C:23]2[CH:35]=[CH:36][N:37]([S:38]([C:41]3[CH:46]=[CH:45][C:44]([CH3:47])=[CH:43][CH:42]=3)(=[O:40])=[O:39])[C:22]=2[C:21]1=[O:48].C(=O)([O-])[O-].[K+].[K+].ClCCl, predict the reaction product. The product is: [CH:12]([CH:9]1[C:8](=[O:15])[N:7]([CH3:16])[C:6]2[CH:5]=[C:4]([C:17]#[N:18])[CH:3]=[C:2]([C:24]3[C:23]4[CH:35]=[CH:36][N:37]([S:38]([C:41]5[CH:46]=[CH:45][C:44]([CH3:47])=[CH:43][CH:42]=5)(=[O:40])=[O:39])[C:22]=4[C:21](=[O:48])[N:20]([CH3:19])[CH:25]=3)[C:11]=2[O:10]1)([CH3:14])[CH3:13]. (2) The product is: [N:31]1[CH:36]=[CH:35][CH:34]=[CH:33][C:32]=1[C:2]1[S:6][C:5]([C:7]2[CH:8]=[CH:9][C:10]3[CH2:17][CH:16]4[C:18]5([CH2:22][N:21]([CH2:23][C:24]([F:25])([F:26])[F:27])[S:20](=[O:29])(=[O:28])[NH:19]5)[CH:13]([CH2:14][CH2:15]4)[CH2:12][C:11]=3[CH:30]=2)=[N:4][CH:3]=1. Given the reactants Br[C:2]1[S:6][C:5]([C:7]2[CH:8]=[CH:9][C:10]3[CH2:17][CH:16]4[C:18]5([CH2:22][N:21]([CH2:23][C:24]([F:27])([F:26])[F:25])[S:20](=[O:29])(=[O:28])[NH:19]5)[CH:13]([CH2:14][CH2:15]4)[CH2:12][C:11]=3[CH:30]=2)=[N:4][CH:3]=1.[N:31]1[CH:36]=[CH:35][CH:34]=[CH:33][C:32]=1B(O)O, predict the reaction product. (3) Given the reactants C(=O)([O-])[O-].[Cs+].[Cs+].[NH:7]1[C:11]2=[N:12][CH:13]=[CH:14][CH:15]=[C:10]2[C:9]([C:16]#[N:17])=[N:8]1.[F:18][C:19]1[C:26]([F:27])=[CH:25][CH:24]=[CH:23][C:20]=1[CH2:21]Br.Cl, predict the reaction product. The product is: [F:18][C:19]1[C:26]([F:27])=[CH:25][CH:24]=[CH:23][C:20]=1[CH2:21][N:7]1[C:11]2=[N:12][CH:13]=[CH:14][CH:15]=[C:10]2[C:9]([C:16]#[N:17])=[N:8]1. (4) Given the reactants [Cl:1][C:2]1[C:11]2[C:6](=[CH:7][CH:8]=[CH:9][CH:10]=2)[C:5]([CH2:12][C:13]2[CH:14]=[N:15][C:16]([O:19]C)=[CH:17][CH:18]=2)=[CH:4][N:3]=1.CCOC(C)=O.C([O-])(O)=O.[Na+], predict the reaction product. The product is: [Cl:1][C:2]1[C:11]2[C:6](=[CH:7][CH:8]=[CH:9][CH:10]=2)[C:5]([CH2:12][C:13]2[CH:14]=[N:15][C:16]([OH:19])=[CH:17][CH:18]=2)=[CH:4][N:3]=1. (5) Given the reactants [C:1]([C:3]1[CH:8]=[CH:7][C:6]([C:9]([CH3:29])([CH2:15][C:16]2[S:17][C:18]3[CH:24]=[C:23]([O:25][CH3:26])[C:22]([O:27][CH3:28])=[CH:21][C:19]=3[CH:20]=2)[C:10]([O:12]CC)=[O:11])=[CH:5][CH:4]=1)#[N:2].[OH-].[Na+].O.Cl, predict the reaction product. The product is: [C:1]([C:3]1[CH:4]=[CH:5][C:6]([C:9]([CH3:29])([CH2:15][C:16]2[S:17][C:18]3[CH:24]=[C:23]([O:25][CH3:26])[C:22]([O:27][CH3:28])=[CH:21][C:19]=3[CH:20]=2)[C:10]([OH:12])=[O:11])=[CH:7][CH:8]=1)#[N:2]. (6) Given the reactants [C:1]1([C:7]2[N:8]=[CH:9][NH:10][C:11]=2[CH:12]=O)[CH:6]=[CH:5][CH:4]=[CH:3][CH:2]=1.[CH3:14][C:15]1[CH:20]=[CH:19][N:18]=[C:17]([NH2:21])[N:16]=1, predict the reaction product. The product is: [C:1]1([C:7]2[N:8]=[CH:9][NH:10][C:11]=2/[CH:12]=[CH:14]/[C:15]2[CH:20]=[CH:19][N:18]=[C:17]([NH2:21])[N:16]=2)[CH:6]=[CH:5][CH:4]=[CH:3][CH:2]=1.